From a dataset of Forward reaction prediction with 1.9M reactions from USPTO patents (1976-2016). Predict the product of the given reaction. (1) The product is: [C:23]([OH:25])(=[C:6]1[C:7](=[O:8])[CH2:9][C:2]([CH3:10])([CH3:1])[CH2:3][C:4]1=[O:5])[CH3:24]. Given the reactants [CH3:1][C:2]1([CH3:10])[CH2:9][C:7](=[O:8])[CH2:6][C:4](=[O:5])[CH2:3]1.Cl.CN(C)CCCN=C=NCC.[C:23](O)(=[O:25])[CH3:24], predict the reaction product. (2) Given the reactants [CH3:1][O:2][C:3]1[CH:11]=[C:10]2[C:6]([C:7]([C:12]([O:14]CC)=[O:13])=[N:8][NH:9]2)=[CH:5][CH:4]=1.[OH-].[Na+], predict the reaction product. The product is: [CH3:1][O:2][C:3]1[CH:11]=[C:10]2[C:6]([C:7]([C:12]([OH:14])=[O:13])=[N:8][NH:9]2)=[CH:5][CH:4]=1. (3) The product is: [C:40]1([C:37]2[CH:36]=[CH:35][CH:34]=[CH:39][CH:38]=2)[CH:41]=[CH:42][C:43]([NH:46][C:47](=[O:48])[NH:1][CH2:2][C:3]2[CH:4]=[C:5]([CH:31]=[CH:32][CH:33]=2)[CH2:6][N:7]([CH2:20][C:21]2[CH:22]=[CH:23][C:24]([C:27]([F:29])([F:28])[F:30])=[CH:25][CH:26]=2)[S:8]([C:11]2[CH:16]=[C:15]([Cl:17])[CH:14]=[C:13]([Cl:18])[C:12]=2[OH:19])(=[O:9])=[O:10])=[CH:44][CH:45]=1. Given the reactants [NH2:1][CH2:2][C:3]1[CH:4]=[C:5]([CH:31]=[CH:32][CH:33]=1)[CH2:6][N:7]([CH2:20][C:21]1[CH:26]=[CH:25][C:24]([C:27]([F:30])([F:29])[F:28])=[CH:23][CH:22]=1)[S:8]([C:11]1[CH:16]=[C:15]([Cl:17])[CH:14]=[C:13]([Cl:18])[C:12]=1[OH:19])(=[O:10])=[O:9].[CH:34]1[CH:39]=[CH:38][C:37]([C:40]2[CH:45]=[CH:44][C:43]([N:46]=[C:47]=[O:48])=[CH:42][CH:41]=2)=[CH:36][CH:35]=1, predict the reaction product. (4) Given the reactants C([O-])(=O)C.[Na+].Br[C:7]1[C:16]([F:17])=[CH:15][C:10]([C:11]([NH:13][CH3:14])=[O:12])=[C:9]([F:18])[CH:8]=1.[CH3:19][N:20](C)C=O, predict the reaction product. The product is: [C:19]([C:7]1[C:16]([F:17])=[CH:15][C:10]([C:11]([NH:13][CH3:14])=[O:12])=[C:9]([F:18])[CH:8]=1)#[N:20].